From a dataset of Full USPTO retrosynthesis dataset with 1.9M reactions from patents (1976-2016). Predict the reactants needed to synthesize the given product. (1) The reactants are: [CH:1]([C:4]1[N:5]=[C:6]([N:9]([CH2:18][C:19]2[CH:38]=[CH:37][C:22]([CH2:23][O:24][C:25]3[CH:30]=[CH:29][C:28]([CH2:31][CH2:32][C:33]([O:35]C)=[O:34])=[CH:27][CH:26]=3)=[CH:21][CH:20]=2)[CH2:10][CH2:11][C:12]2[CH:17]=[CH:16][CH:15]=[CH:14][CH:13]=2)[S:7][CH:8]=1)([CH3:3])[CH3:2].[OH-].[Na+].C(O)C.Cl. Given the product [CH:1]([C:4]1[N:5]=[C:6]([N:9]([CH2:18][C:19]2[CH:20]=[CH:21][C:22]([CH2:23][O:24][C:25]3[CH:26]=[CH:27][C:28]([CH2:31][CH2:32][C:33]([OH:35])=[O:34])=[CH:29][CH:30]=3)=[CH:37][CH:38]=2)[CH2:10][CH2:11][C:12]2[CH:13]=[CH:14][CH:15]=[CH:16][CH:17]=2)[S:7][CH:8]=1)([CH3:3])[CH3:2], predict the reactants needed to synthesize it. (2) Given the product [F:17][C:12]1[CH:11]=[C:10]([NH:9][C:7]([C:6]2[CH:18]=[C:2]([N:19]3[C@H:20]4[C@H:21]([CH2:24][N:25]([C:27]([O:29][C:30]([CH3:33])([CH3:32])[CH3:31])=[O:28])[CH2:26]4)[CH2:22][CH2:23]3)[CH:3]=[N:4][CH:5]=2)=[O:8])[CH:15]=[C:14]([F:16])[CH:13]=1, predict the reactants needed to synthesize it. The reactants are: Br[C:2]1[CH:3]=[N:4][CH:5]=[C:6]([CH:18]=1)[C:7]([NH:9][C:10]1[CH:15]=[C:14]([F:16])[CH:13]=[C:12]([F:17])[CH:11]=1)=[O:8].[NH:19]1[CH2:23][CH2:22][C@H:21]2[CH2:24][N:25]([C:27]([O:29][C:30]([CH3:33])([CH3:32])[CH3:31])=[O:28])[CH2:26][C@@H:20]12. (3) Given the product [Br:15][C:14]1([Br:17])[CH2:3][C:2]1([Br:1])[CH2:4][O:5][CH2:6][CH2:7][CH2:8][CH2:9][CH2:10][CH3:11], predict the reactants needed to synthesize it. The reactants are: [Br:1][C:2]([CH2:4][O:5][CH2:6][CH2:7][CH2:8][CH2:9][CH2:10][CH3:11])=[CH2:3].[OH-].[K+].[CH:14]([Br:17])(Br)[Br:15]. (4) Given the product [F:1][C:2]1[CH:3]=[CH:4][C:5]([C:8]2[O:9][C:10]3[CH:20]=[C:19]([CH2:21][C:22]([O:24][CH3:30])=[O:23])[C:18]([O:25][CH:26]([CH3:28])[CH3:27])=[CH:17][C:11]=3[C:12]=2[C:13](=[O:16])[NH:14][CH3:15])=[CH:6][CH:7]=1, predict the reactants needed to synthesize it. The reactants are: [F:1][C:2]1[CH:7]=[CH:6][C:5]([C:8]2[O:9][C:10]3[CH:20]=[C:19]([CH2:21][C:22]([OH:24])=[O:23])[C:18]([O:25][CH:26]([CH3:28])[CH3:27])=[CH:17][C:11]=3[C:12]=2[C:13](=[O:16])[NH:14][CH3:15])=[CH:4][CH:3]=1.N[C:30](=O)CC1C(OC(C)C)=CC2C(C(NC)=O)=C(C3C=CC(F)=CC=3)OC=2C=1.Cl. (5) Given the product [CH:14]1([O:1][N:2]2[C:7]([CH3:8])([CH3:9])[CH2:6][CH:5]([OH:10])[CH2:4][C:3]2([CH3:12])[CH3:11])[CH2:13][CH2:5][CH2:4][CH2:3][CH2:11]1, predict the reactants needed to synthesize it. The reactants are: [OH:1][N:2]1[C:7]([CH3:9])([CH3:8])[CH2:6][CH:5]([OH:10])[CH2:4][C:3]1([CH3:12])[CH3:11].[C:13](#N)[CH3:14].Cl.OO. (6) The reactants are: [C:1]([CH2:3][CH2:4][CH2:5][CH2:6][C:7]([O:9][CH3:10])=[O:8])#[N:2].[Cl-].C([NH+](CC)CC)C.[N-:19]=[N+:20]=[N-:21].[Na+].O. Given the product [NH:2]1[C:1]([CH2:3][CH2:4][CH2:5][CH2:6][C:7]([O:9][CH3:10])=[O:8])=[N:21][N:20]=[N:19]1, predict the reactants needed to synthesize it. (7) Given the product [NH2:21][C:22]1[N:27]=[C:26]([NH2:28])[C:25]([C:29]#[N:30])=[C:24]([NH:15][C@H:13]([C:12]2[N:11]=[C:10]3[CH:16]=[CH:17][N:18]([CH3:19])[C:9]3=[CH:8][C:7]=2[C:6]2[C:2]([CH3:1])=[N:3][O:4][C:5]=2[CH3:20])[CH3:14])[N:23]=1, predict the reactants needed to synthesize it. The reactants are: [CH3:1][C:2]1[C:6]([C:7]2[CH:8]=[C:9]3[N:18]([CH3:19])[CH:17]=[CH:16][C:10]3=[N:11][C:12]=2[C@@H:13]([NH2:15])[CH3:14])=[C:5]([CH3:20])[O:4][N:3]=1.[NH2:21][C:22]1[N:27]=[C:26]([NH2:28])[C:25]([C:29]#[N:30])=[C:24](Cl)[N:23]=1.C(N(C(C)C)C(C)C)C. (8) Given the product [Br:1][C:2]1[C:3]([CH3:27])=[N:4][N:5]([CH2:14][CH2:15][N:28]2[CH2:33][CH2:32][O:31][CH2:30][CH2:29]2)[C:6]=1[C:7]1[CH:8]=[CH:9][C:10]([F:13])=[CH:11][CH:12]=1, predict the reactants needed to synthesize it. The reactants are: [Br:1][C:2]1[C:3]([CH3:27])=[N:4][N:5]([CH2:14][CH2:15]OS(C2C=CC(C)=CC=2)(=O)=O)[C:6]=1[C:7]1[CH:12]=[CH:11][C:10]([F:13])=[CH:9][CH:8]=1.[NH:28]1[CH2:33][CH2:32][O:31][CH2:30][CH2:29]1.C(=O)([O-])[O-].[K+].[K+].